Task: Predict the reaction yield, written as a fraction of the theoretical maximum amount of product (1.0 means a 100% yield; for example, 0.34 means a 34% yield).. Dataset: Reaction yield outcomes from USPTO patents with 853,638 reactions The reactants are [Cl:1][C:2]1[CH:3]=[CH:4][C:5]([O:24]C)=[C:6]([C:8]2[CH2:12][CH2:11][CH2:10][C:9]=2[C:13]2[N:18]=[C:17]([C:19]([O:21]CC)=[O:20])[CH:16]=[CH:15][CH:14]=2)[CH:7]=1.C[S-].[Na+].O. The catalyst is CN(C=O)C. The product is [Cl:1][C:2]1[CH:3]=[CH:4][C:5]([OH:24])=[C:6]([C:8]2[CH2:12][CH2:11][CH2:10][C:9]=2[C:13]2[N:18]=[C:17]([C:19]([OH:21])=[O:20])[CH:16]=[CH:15][CH:14]=2)[CH:7]=1. The yield is 0.760.